Dataset: Reaction yield outcomes from USPTO patents with 853,638 reactions. Task: Predict the reaction yield, written as a fraction of the theoretical maximum amount of product (1.0 means a 100% yield; for example, 0.34 means a 34% yield). (1) The reactants are [C:1]([C:5]1[CH:6]=[C:7]([C:16]2[O:17][CH:18]=[C:19]([CH2:21][CH2:22][O:23][C:24]3[CH:29]=[CH:28][C:27]([C:30](=O)[CH3:31])=[CH:26][CH:25]=3)[N:20]=2)[CH:8]=[C:9]([C:12]([CH3:15])([CH3:14])[CH3:13])[C:10]=1[OH:11])([CH3:4])([CH3:3])[CH3:2].C([BH3-])#N.[Na+].[CH3:37][NH:38][CH3:39].[ClH:40]. The catalyst is C(Cl)Cl. The product is [ClH:40].[C:12]([C:9]1[CH:8]=[C:7]([C:16]2[O:17][CH:18]=[C:19]([CH2:21][CH2:22][O:23][C:24]3[CH:25]=[CH:26][C:27]([CH:30]([N:38]([CH3:39])[CH3:37])[CH3:31])=[CH:28][CH:29]=3)[N:20]=2)[CH:6]=[C:5]([C:1]([CH3:3])([CH3:2])[CH3:4])[C:10]=1[OH:11])([CH3:13])([CH3:15])[CH3:14]. The yield is 0.800. (2) The reactants are [C:1]([OH:12])(=O)/[CH:2]=[C:3](/[CH2:5][CH2:6][CH:7]=[C:8]([CH3:10])[CH3:9])\[CH3:4].C(N(CC)CC)C.ClC(OCC(C)C)=O.[NH2:28][C@H:29]([C:32]([OH:34])=[O:33])[CH2:30][SH:31].Cl. The catalyst is [OH-].[Na+].C1COCC1. The product is [C:1]([NH:28][C@H:29]([C:32]([OH:34])=[O:33])[CH2:30][SH:31])(=[O:12])/[CH:2]=[C:3](/[CH2:5][CH2:6][CH:7]=[C:8]([CH3:9])[CH3:10])\[CH3:4]. The yield is 0.195. (3) The reactants are [C:1]([CH:4]1[C:9](=O)[CH2:8][CH2:7][N:6]([C:11]([O:13][C:14]([CH3:17])([CH3:16])[CH3:15])=[O:12])[CH2:5]1)(=O)[CH3:2].[Cl:18][C:19]1[CH:20]=[C:21]([C:29]2[S:33][C:32](=[N:34][NH2:35])[NH:31][N:30]=2)[CH:22]=[CH:23][C:24]=1[O:25][CH:26]([CH3:28])[CH3:27].C(O)(=O)C. The catalyst is C(O)C. The product is [Cl:18][C:19]1[CH:20]=[C:21]([C:29]2[S:33][C:32]([N:34]3[C:1]([CH3:2])=[C:4]4[CH2:5][N:6]([C:11]([O:13][C:14]([CH3:17])([CH3:16])[CH3:15])=[O:12])[CH2:7][CH2:8][C:9]4=[N:35]3)=[N:31][N:30]=2)[CH:22]=[CH:23][C:24]=1[O:25][CH:26]([CH3:28])[CH3:27]. The yield is 0.483. (4) The reactants are C[O:2][C:3](=[O:22])[CH2:4][C:5]1[CH:10]=[CH:9][C:8]([O:11][CH2:12][CH2:13][CH:14]([O:16]S(C)(=O)=O)[CH3:15])=[C:7]([CH3:21])[CH:6]=1.[C:23]1([CH3:41])[CH:28]=[CH:27][CH:26]=[CH:25][C:24]=1[O:29][C:30]1[CH:35]=[C:34]([C:36]([F:39])([F:38])[F:37])[CH:33]=[CH:32][C:31]=1O. No catalyst specified. The product is [CH3:21][C:7]1[CH:6]=[C:5]([CH2:4][C:3]([OH:2])=[O:22])[CH:10]=[CH:9][C:8]=1[O:11][CH2:12][CH2:13][C@H:14]([O:16][C:31]1[CH:32]=[CH:33][C:34]([C:36]([F:38])([F:37])[F:39])=[CH:35][C:30]=1[O:29][C:24]1[CH:25]=[CH:26][CH:27]=[CH:28][C:23]=1[CH3:41])[CH3:15]. The yield is 0.650. (5) The reactants are [C:1]([C:5]1[CH:6]=[C:7]([C:16]2[CH:17]=[C:18]([C:24]3[CH:29]=[CH:28][C:27]([C:30]([O:32][CH2:33][CH3:34])=[O:31])=[CH:26][CH:25]=3)[CH:19]=[CH:20][C:21]=2[CH:22]=[CH2:23])[CH:8]=[CH:9][C:10]=1[N:11]([CH2:14][CH3:15])[CH2:12][CH3:13])([CH3:4])([CH3:3])[CH3:2].B12CC(CCC1)CC[CH2:36]2.[OH-:44].[Na+].OO. The catalyst is C1COCC1. The product is [C:1]([C:5]1[CH:6]=[C:7]([C:16]2[CH:17]=[C:18]([C:24]3[CH:29]=[CH:28][C:27]([C:30]([O:32][CH2:33][CH3:34])=[O:31])=[CH:26][CH:25]=3)[CH:19]=[CH:20][C:21]=2[CH2:22][CH2:23][CH2:36][OH:44])[CH:8]=[CH:9][C:10]=1[N:11]([CH2:14][CH3:15])[CH2:12][CH3:13])([CH3:3])([CH3:4])[CH3:2]. The yield is 0.750. (6) The reactants are [F:1][C:2]1([F:39])[CH2:7][CH2:6][CH:5]([NH:8][C:9]([C:11]2[C:15]([CH3:16])=[C:14]([C:17]3[CH:22]=[CH:21][C:20]([O:23][Si:24]([C:27]([CH3:30])([CH3:29])[CH3:28])([CH3:26])[CH3:25])=[CH:19][CH:18]=3)[N:13]([C:31]3[CH:36]=[CH:35][C:34]([Cl:37])=[CH:33][C:32]=3[Cl:38])[N:12]=2)=[O:10])[CH2:4][CH2:3]1.[Br:40]N1C(=O)CCC1=O.CC(N=NC(C#N)(C)C)(C#N)C. The catalyst is ClCCCl. The product is [F:39][C:2]1([F:1])[CH2:3][CH2:4][CH:5]([NH:8][C:9]([C:11]2[C:15]([CH2:16][Br:40])=[C:14]([C:17]3[CH:18]=[CH:19][C:20]([O:23][Si:24]([C:27]([CH3:30])([CH3:29])[CH3:28])([CH3:25])[CH3:26])=[CH:21][CH:22]=3)[N:13]([C:31]3[CH:36]=[CH:35][C:34]([Cl:37])=[CH:33][C:32]=3[Cl:38])[N:12]=2)=[O:10])[CH2:6][CH2:7]1. The yield is 0.660.